Dataset: PAMPA (Parallel Artificial Membrane Permeability Assay) permeability data from NCATS. Task: Regression/Classification. Given a drug SMILES string, predict its absorption, distribution, metabolism, or excretion properties. Task type varies by dataset: regression for continuous measurements (e.g., permeability, clearance, half-life) or binary classification for categorical outcomes (e.g., BBB penetration, CYP inhibition). Dataset: pampa_ncats. (1) The drug is CC1=C(C=C(C=C1)C2=NC3=CC=CC=C3C(=C2)C(=O)NC4=CC(=CC=C4)S(=O)(=O)NC5=NC=CS5)C. The result is 1 (high permeability). (2) The result is 1 (high permeability). The drug is C1CN(CCC1C(=O)N)C2=NC(=CS2)C3=CC(=CC=C3)C(F)(F)F. (3) The drug is C1=CC2=C(N=C1)N=C(C=C2)CCCC(=O)NCC3=CC(=NO3)C4=CC(=C(C=C4)F)C(F)(F)F. The result is 1 (high permeability). (4) The molecule is COC1=CC=C(C=C1)C2=NC3=C(CC4=CC=CC=C4O3)C(=N2)SCC(=O)NC5=CC=C(C=C5)C(=O)O. The result is 0 (low-to-moderate permeability). (5) The compound is CC1=C(C=C(C=C1)NC(=O)C2=C(C(=C(N2)C)C(=O)C)C)S(=O)(=O)N3CCCCCC3. The result is 1 (high permeability). (6) The compound is CCOC1=C(C=C(C=C1)CCNC(=O)C2=CC3=C(N2CC4=CC=CC(=N4)C)C=CN=C3)OCC. The result is 0 (low-to-moderate permeability).